This data is from Catalyst prediction with 721,799 reactions and 888 catalyst types from USPTO. The task is: Predict which catalyst facilitates the given reaction. (1) Reactant: [NH2:1][C:2]1[N:6]([C@@H:7]2[O:19][C@H:18]([CH2:20][O:21]C(=O)C)[C@@H:13]([O:14]C(=O)C)[C@H:8]2[O:9]C(=O)C)[C:5]2[CH:25]=[CH:26][CH:27]=[CH:28][C:4]=2[N:3]=1.C([O:32][CH2:33][CH2:34][CH2:35][CH2:36][O:37][C:38]1[CH:39]=[C:40]([CH:43]=[C:44]([C:46]2[CH:51]=[CH:50][CH:49]=[CH:48][CH:47]=2)[CH:45]=1)[CH:41]=O)(=O)C.C(O[BH-](OC(=O)C)OC(=O)C)(=O)C.[Na+].O. Product: [OH:32][CH2:33][CH2:34][CH2:35][CH2:36][O:37][C:38]1[CH:39]=[C:40]([CH:43]=[C:44]([C:46]2[CH:51]=[CH:50][CH:49]=[CH:48][CH:47]=2)[CH:45]=1)[CH2:41][NH:1][C:2]1[N:6]([C@@H:7]2[O:19][C@H:18]([CH2:20][OH:21])[C@@H:13]([OH:14])[C@H:8]2[OH:9])[C:5]2[CH:25]=[CH:26][CH:27]=[CH:28][C:4]=2[N:3]=1. The catalyst class is: 7. (2) Reactant: [OH:1][CH2:2][CH2:3][N:4]([CH3:24])[CH2:5][CH2:6][CH2:7][CH2:8][CH2:9][CH2:10][CH2:11][C:12]([NH:14][C:15]1[CH:23]=[CH:22][C:18]([C:19]([OH:21])=O)=[CH:17][CH:16]=1)=[O:13].C(N(CC)C(C)C)(C)C.C1(N=C=NC2CCCCC2)CCCCC1.O.ON1C2C=CC=CC=2N=N1.[NH2:60][CH2:61][C:62]1[C:67]([CH2:68][CH3:69])=[N:66][C:65]2[N:70]([CH2:73][CH3:74])[N:71]=[CH:72][C:64]=2[C:63]=1[NH:75][CH:76]1[CH2:81][CH2:80][O:79][CH2:78][CH2:77]1. Product: [CH2:73]([N:70]1[C:65]2=[N:66][C:67]([CH2:68][CH3:69])=[C:62]([CH2:61][NH:60][C:19](=[O:21])[C:18]3[CH:17]=[CH:16][C:15]([NH:14][C:12](=[O:13])[CH2:11][CH2:10][CH2:9][CH2:8][CH2:7][CH2:6][CH2:5][N:4]([CH2:3][CH2:2][OH:1])[CH3:24])=[CH:23][CH:22]=3)[C:63]([NH:75][CH:76]3[CH2:77][CH2:78][O:79][CH2:80][CH2:81]3)=[C:64]2[CH:72]=[N:71]1)[CH3:74]. The catalyst class is: 9. (3) Reactant: [Cl:1][C:2]1[C:7]([CH:8]=[O:9])=[C:6]([N:10]2[CH2:22][CH2:21][N:13]3[C:14]4[CH2:15][CH2:16][CH2:17][CH2:18][C:19]=4[CH:20]=[C:12]3[C:11]2=[O:23])[N:5]=[CH:4][CH:3]=1.[BH4-].[Na+]. Product: [Cl:1][C:2]1[CH:3]=[CH:4][N:5]=[C:6]([N:10]2[CH2:22][CH2:21][N:13]3[C:14]4[CH2:15][CH2:16][CH2:17][CH2:18][C:19]=4[CH:20]=[C:12]3[C:11]2=[O:23])[C:7]=1[CH2:8][OH:9]. The catalyst class is: 5. (4) Reactant: [NH2:1][C:2]1[O:3][CH2:4][C:5]([F:31])([F:30])[C@:6]([C:9]2[C:25]([F:26])=[CH:24][C:12]([O:13][CH2:14][C:15]([C:17]3[CH:22]=[CH:21][C:20]([Cl:23])=[CH:19][N:18]=3)=O)=[C:11]([N+:27]([O-])=O)[CH:10]=2)([CH3:8])[N:7]=1. Product: [Cl:23][C:20]1[CH:21]=[CH:22][C:17]([CH:15]2[NH:27][C:11]3[CH:10]=[C:9]([C@:6]4([CH3:8])[C:5]([F:31])([F:30])[CH2:4][O:3][C:2]([NH2:1])=[N:7]4)[C:25]([F:26])=[CH:24][C:12]=3[O:13][CH2:14]2)=[N:18][CH:19]=1. The catalyst class is: 227. (5) Reactant: [Br:1][C:2]1[C:11]([CH2:12]Br)=[C:10]([O:14][CH3:15])[C:9]2[C:4](=[CH:5][CH:6]=[CH:7][CH:8]=2)[C:3]=1[O:16][CH3:17].C([O-])([O-])=[O:19].[Ca+2]. Product: [Br:1][C:2]1[C:11]([CH2:12][OH:19])=[C:10]([O:14][CH3:15])[C:9]2[C:4](=[CH:5][CH:6]=[CH:7][CH:8]=2)[C:3]=1[O:16][CH3:17]. The catalyst class is: 149. (6) Reactant: Cl[C:2]1[N:3]=[C:4]([NH:15][CH2:16][C:17]2[CH:18]=[N:19][C:20]3[C:25]([CH:26]=2)=[CH:24][CH:23]=[CH:22][CH:21]=3)[C:5]2[CH2:10][N:9]([CH:11]([CH3:13])[CH3:12])[C:8](=[O:14])[C:6]=2[N:7]=1.[CH3:27][C@H:28]1[CH2:33][NH:32][CH2:31][CH2:30][N:29]1[C:34]([O:36][C:37]([CH3:40])([CH3:39])[CH3:38])=[O:35].CCN(C(C)C)C(C)C. Product: [CH:11]([N:9]1[CH2:10][C:5]2[C:4]([NH:15][CH2:16][C:17]3[CH:18]=[N:19][C:20]4[C:25]([CH:26]=3)=[CH:24][CH:23]=[CH:22][CH:21]=4)=[N:3][C:2]([N:32]3[CH2:31][CH2:30][N:29]([C:34]([O:36][C:37]([CH3:40])([CH3:39])[CH3:38])=[O:35])[C@@H:28]([CH3:27])[CH2:33]3)=[N:7][C:6]=2[C:8]1=[O:14])([CH3:13])[CH3:12]. The catalyst class is: 114. (7) Reactant: [H-].[Na+].[C:3]([O:7][C:8]([N:10]1[CH2:15][CH2:14][N:13]([C:16]2[CH:24]=[CH:23][C:22]([Br:25])=[C:21]3[C:17]=2[CH:18]=[CH:19][NH:20]3)[CH2:12][CH2:11]1)=[O:9])([CH3:6])([CH3:5])[CH3:4].[Cl:26][C:27]1[CH:28]=[C:29]([S:33](Cl)(=[O:35])=[O:34])[CH:30]=[CH:31][CH:32]=1.CN(C=O)C. Product: [C:3]([O:7][C:8]([N:10]1[CH2:11][CH2:12][N:13]([C:16]2[CH:24]=[CH:23][C:22]([Br:25])=[C:21]3[C:17]=2[CH:18]=[CH:19][N:20]3[S:33]([C:29]2[CH:30]=[CH:31][CH:32]=[C:27]([Cl:26])[CH:28]=2)(=[O:35])=[O:34])[CH2:14][CH2:15]1)=[O:9])([CH3:6])([CH3:4])[CH3:5]. The catalyst class is: 1. (8) Reactant: [Cl:1][C:2]1[N:3]=[C:4]([Cl:12])[C:5]2[C:10]([I:11])=[CH:9][NH:8][C:6]=2[N:7]=1.[S:13](Cl)([C:16]1[CH:22]=[CH:21][C:19]([CH3:20])=[CH:18][CH:17]=1)(=[O:15])=[O:14]. Product: [Cl:1][C:2]1[N:3]=[C:4]([Cl:12])[C:5]2[C:10]([I:11])=[CH:9][N:8]([S:13]([C:16]3[CH:22]=[CH:21][C:19]([CH3:20])=[CH:18][CH:17]=3)(=[O:15])=[O:14])[C:6]=2[N:7]=1. The catalyst class is: 64. (9) Reactant: [Cl:1][C:2]1[CH:13]=[C:12]([Cl:14])[C:11]([O:15][C:16]2[N:20]([CH3:21])[N:19]=[C:18]([CH3:22])[C:17]=2[CH:23]=[CH2:24])=[CH:10][C:3]=1[O:4][C@@H:5]([CH3:9])[C:6](O)=[O:7].Cl.C([N:28]=C=NCCCN(C)C)C.O. Product: [Cl:1][C:2]1[CH:13]=[C:12]([Cl:14])[C:11]([O:15][C:16]2[N:20]([CH3:21])[N:19]=[C:18]([CH3:22])[C:17]=2[CH:23]=[CH2:24])=[CH:10][C:3]=1[O:4][C@@H:5]([CH3:9])[C:6]([NH2:28])=[O:7]. The catalyst class is: 9.